Task: Regression. Given a peptide amino acid sequence and an MHC pseudo amino acid sequence, predict their binding affinity value. This is MHC class II binding data.. Dataset: Peptide-MHC class II binding affinity with 134,281 pairs from IEDB (1) The peptide sequence is GEIYKRWIILGLNKIVRMY. The MHC is HLA-DQA10104-DQB10503 with pseudo-sequence HLA-DQA10104-DQB10503. The binding affinity (normalized) is 0.210. (2) The peptide sequence is YYAIHKASPVLAFPA. The MHC is HLA-DQA10104-DQB10503 with pseudo-sequence HLA-DQA10104-DQB10503. The binding affinity (normalized) is 0.268.